Task: Predict which catalyst facilitates the given reaction.. Dataset: Catalyst prediction with 721,799 reactions and 888 catalyst types from USPTO (1) Reactant: [F:1][C:2]1[CH:7]=[CH:6][C:5]([C@@H:8]([N:12]2[CH2:17][CH2:16][CH2:15]/[C:14](=[CH:18]\[C:19]3[CH:24]=[CH:23][C:22]([N:25]4[CH:29]=[C:28]([CH3:30])[N:27]=[CH:26]4)=[C:21]([O:31][CH3:32])[CH:20]=3)/[C:13]2=[O:33])[C@H:9]([OH:11])[CH3:10])=[CH:4][CH:3]=1.[H-].[Na+].CI.O.[C:39](=O)(O)[O-].[Na+]. Product: [F:1][C:2]1[CH:7]=[CH:6][C:5]([C@@H:8]([N:12]2[CH2:17][CH2:16][CH2:15]/[C:14](=[CH:18]\[C:19]3[CH:24]=[CH:23][C:22]([N:25]4[CH:29]=[C:28]([CH3:30])[N:27]=[CH:26]4)=[C:21]([O:31][CH3:32])[CH:20]=3)/[C:13]2=[O:33])[C@H:9]([O:11][CH3:39])[CH3:10])=[CH:4][CH:3]=1. The catalyst class is: 476. (2) Reactant: [O:1]1[CH2:5][CH2:4][CH:3]([C:6]2[C:14]3[N:13]=[C:12]([C:15]4([CH2:21][NH2:22])[CH2:20][CH2:19][NH:18][CH2:17][CH2:16]4)[NH:11][C:10]=3[CH:9]=[CH:8][CH:7]=2)[CH2:2]1.Cl[C:24]1[C:25]2[CH:32]=[CH:31][NH:30][C:26]=2[N:27]=[CH:28][N:29]=1.C(N(CC)C(C)C)(C)C. Product: [O:1]1[CH2:5][CH2:4][CH:3]([C:6]2[C:14]3[N:13]=[C:12]([C:15]4([CH2:21][NH2:22])[CH2:20][CH2:19][N:18]([C:24]5[C:25]6[CH:32]=[CH:31][NH:30][C:26]=6[N:27]=[CH:28][N:29]=5)[CH2:17][CH2:16]4)[NH:11][C:10]=3[CH:9]=[CH:8][CH:7]=2)[CH2:2]1. The catalyst class is: 51. (3) Reactant: [OH:1][CH2:2][CH2:3][CH2:4][CH2:5][N:6]1[C:11]2[N:12]=[C:13]([S:16][CH3:17])[N:14]=[CH:15][C:10]=2[CH:9]=[C:8]([C:18]2[CH:23]=[CH:22][C:21]([C:24]3[CH:29]=[CH:28][CH:27]=[C:26]([CH3:30])[N:25]=3)=[CH:20][C:19]=2[CH3:31])[C:7]1=[O:32].C1C=C(Cl)C=C(C(OO)=[O:41])C=1. Product: [OH:1][CH2:2][CH2:3][CH2:4][CH2:5][N:6]1[C:11]2[N:12]=[C:13]([S:16]([CH3:17])=[O:41])[N:14]=[CH:15][C:10]=2[CH:9]=[C:8]([C:18]2[CH:23]=[CH:22][C:21]([C:24]3[CH:29]=[CH:28][CH:27]=[C:26]([CH3:30])[N:25]=3)=[CH:20][C:19]=2[CH3:31])[C:7]1=[O:32]. The catalyst class is: 2. (4) Reactant: Br[C:2]1[CH:7]=[CH:6][C:5]([C:8]#[N:9])=[CH:4][N:3]=1.[CH:10]([NH2:13])([CH3:12])[CH3:11]. Product: [CH:10]([NH:13][C:2]1[CH:7]=[CH:6][C:5]([C:8]#[N:9])=[CH:4][N:3]=1)([CH3:12])[CH3:11]. The catalyst class is: 6. (5) Reactant: [Cl:1][C:2]1[C:21]([Cl:22])=[CH:20][C:5]2[N:6]=[C:7]([C:9]3[C:18]4[C:13](=[CH:14][CH:15]=[CH:16][CH:17]=4)[C:12](Br)=[CH:11][CH:10]=3)[NH:8][C:4]=2[CH:3]=1.C([Li])CCC.CN(C)[CH:30]=[O:31].O. Product: [Cl:1][C:2]1[C:21]([Cl:22])=[CH:20][C:5]2[N:6]=[C:7]([C:9]3[C:18]4[C:13](=[CH:14][CH:15]=[CH:16][CH:17]=4)[C:12]([CH:30]=[O:31])=[CH:11][CH:10]=3)[NH:8][C:4]=2[CH:3]=1. The catalyst class is: 7.